Dataset: Full USPTO retrosynthesis dataset with 1.9M reactions from patents (1976-2016). Task: Predict the reactants needed to synthesize the given product. (1) Given the product [F:36][C:33]1[CH:34]=[CH:35][C:30]([C:11]2([CH2:14][N:15]([CH3:29])[CH2:16][C:17]3[C:26]4[C:21](=[CH:22][CH:23]=[CH:24][CH:25]=4)[CH:20]=[C:19]([C:27]#[N:28])[CH:18]=3)[CH2:10][CH2:9][NH:8][CH2:13][CH2:12]2)=[CH:31][CH:32]=1, predict the reactants needed to synthesize it. The reactants are: C([N:8]1[CH2:13][CH2:12][C:11]([C:30]2[CH:35]=[CH:34][C:33]([F:36])=[CH:32][CH:31]=2)([CH2:14][N:15]([CH3:29])[CH2:16][C:17]2[C:26]3[C:21](=[CH:22][CH:23]=[CH:24][CH:25]=3)[CH:20]=[C:19]([C:27]#[N:28])[CH:18]=2)[CH2:10][CH2:9]1)(OC(C)(C)C)=O.FC(F)(F)C(O)=O. (2) Given the product [CH3:1][O:2][C:3](=[O:17])[CH2:4][C:5]1[C:9]2[C:10]([CH3:16])=[CH:11][C:12]([O:15][CH2:27][C:26]3[CH:29]=[CH:30][C:31]([Cl:33])=[CH:32][C:25]=3[Cl:24])=[C:13]([CH3:14])[C:8]=2[O:7][CH:6]=1, predict the reactants needed to synthesize it. The reactants are: [CH3:1][O:2][C:3](=[O:17])[CH2:4][C:5]1[C:9]2[C:10]([CH3:16])=[CH:11][C:12]([OH:15])=[C:13]([CH3:14])[C:8]=2[O:7][CH:6]=1.C([O-])([O-])=O.[K+].[K+].[Cl:24][C:25]1[CH:32]=[C:31]([Cl:33])[CH:30]=[CH:29][C:26]=1[CH2:27]Cl. (3) Given the product [Br:1][C:2]1[CH:7]=[CH:6][N:5]=[C:4]([CH2:8][S:11][CH3:10])[CH:3]=1, predict the reactants needed to synthesize it. The reactants are: [Br:1][C:2]1[CH:7]=[CH:6][N:5]=[C:4]([CH2:8]Br)[CH:3]=1.[CH3:10][S:11][Na]. (4) Given the product [N+:12]([C:3]1[CH:4]=[C:5]([C:8]([F:11])([F:10])[F:9])[CH:6]=[CH:7][C:2]=1[N:26]1[CH2:25][CH2:24][CH:23]([NH:22][C:15](=[O:16])[O:17][C:18]([CH3:20])([CH3:19])[CH3:21])[CH2:28][CH2:27]1)([O-:14])=[O:13], predict the reactants needed to synthesize it. The reactants are: F[C:2]1[CH:7]=[CH:6][C:5]([C:8]([F:11])([F:10])[F:9])=[CH:4][C:3]=1[N+:12]([O-:14])=[O:13].[C:15]([NH:22][CH:23]1[CH2:28][CH2:27][NH:26][CH2:25][CH2:24]1)([O:17][C:18]([CH3:21])([CH3:20])[CH3:19])=[O:16]. (5) Given the product [CH3:1][S:2]([C:5]1[C:6]([O:16][C:17]2[CH:22]=[CH:21][C:20]([N+:29]([O-:31])=[O:30])=[C:19]([S:23]([F:27])([F:26])([F:28])([F:24])[F:25])[CH:18]=2)=[CH:7][C:8]([CH3:15])=[C:9]([CH:14]=1)[C:10]([O:12][CH3:13])=[O:11])(=[O:4])=[O:3], predict the reactants needed to synthesize it. The reactants are: [CH3:1][S:2]([C:5]1[C:6]([O:16][C:17]2[CH:22]=[CH:21][CH:20]=[C:19]([S:23]([F:28])([F:27])([F:26])([F:25])[F:24])[CH:18]=2)=[CH:7][C:8]([CH3:15])=[C:9]([CH:14]=1)[C:10]([O:12][CH3:13])=[O:11])(=[O:4])=[O:3].[N+:29]([O-])([OH:31])=[O:30]. (6) Given the product [N:3]1[CH:4]=[CH:5][N:6]2[CH2:11][CH2:10][N:9]([C:13]3[O:14][C:15]4[C:16](=[C:18]([C:22]([O:24][CH3:25])=[O:23])[CH:19]=[CH:20][CH:21]=4)[N:17]=3)[CH2:8][C:7]=12, predict the reactants needed to synthesize it. The reactants are: [H-].[Na+].[N:3]1[CH:4]=[CH:5][N:6]2[CH2:11][CH2:10][NH:9][CH2:8][C:7]=12.Cl[C:13]1[O:14][C:15]2[C:16](=[C:18]([C:22]([O:24][CH3:25])=[O:23])[CH:19]=[CH:20][CH:21]=2)[N:17]=1.